This data is from Full USPTO retrosynthesis dataset with 1.9M reactions from patents (1976-2016). The task is: Predict the reactants needed to synthesize the given product. (1) Given the product [C:34]([O:38][C:39]([NH:41][CH2:42][C@H:43]1[CH2:48][CH2:47][C@H:46]([C:49]([NH:51][C@H:52]([C:72](=[O:85])[NH:73][C:74]2[CH:79]=[CH:78][C:77]([C:80]3[N:81]=[N:82][NH:83][N:84]=3)=[CH:76][CH:75]=2)[CH2:53][C:54]2[CH:55]=[CH:56][C:57]([O:70][CH3:71])=[C:58]([C:60]3[CH:65]=[CH:64][C:63]([C:66]([NH:86][CH:87]4[CH2:88][CH2:89][N:90]([C:93]([O:95][C:96]([CH3:99])([CH3:98])[CH3:97])=[O:94])[CH2:91][CH2:92]4)=[O:67])=[CH:62][C:61]=3[CH3:69])[CH:59]=2)=[O:50])[CH2:45][CH2:44]1)=[O:40])([CH3:37])([CH3:35])[CH3:36], predict the reactants needed to synthesize it. The reactants are: F[P-](F)(F)(F)(F)F.CN(C(ON1C2=NC=CC=C2N=N1)=[N+](C)C)C.C(N(CC)C(C)C)(C)C.[C:34]([O:38][C:39]([NH:41][CH2:42][C@H:43]1[CH2:48][CH2:47][C@H:46]([C:49]([NH:51][C@H:52]([C:72](=[O:85])[NH:73][C:74]2[CH:79]=[CH:78][C:77]([C:80]3[N:81]=[N:82][NH:83][N:84]=3)=[CH:76][CH:75]=2)[CH2:53][C:54]2[CH:55]=[CH:56][C:57]([O:70][CH3:71])=[C:58]([C:60]3[CH:65]=[CH:64][C:63]([C:66](O)=[O:67])=[CH:62][C:61]=3[CH3:69])[CH:59]=2)=[O:50])[CH2:45][CH2:44]1)=[O:40])([CH3:37])([CH3:36])[CH3:35].[NH2:86][CH:87]1[CH2:92][CH2:91][N:90]([C:93]([O:95][C:96]([CH3:99])([CH3:98])[CH3:97])=[O:94])[CH2:89][CH2:88]1. (2) Given the product [NH2:18][C:9]1[CH:10]=[C:11]([C:14]([F:15])([F:16])[F:17])[CH:12]=[CH:13][C:8]=1[C:4]1[N:5]=[CH:6][N:7]=[C:2]([NH:26][C:27]2[CH:28]=[CH:29][CH:30]=[C:31]3[C:36]=2[CH2:35][CH:34]([OH:37])[CH2:33][CH2:32]3)[CH:3]=1, predict the reactants needed to synthesize it. The reactants are: Cl[C:2]1[N:7]=[CH:6][N:5]=[C:4]([C:8]2[CH:13]=[CH:12][C:11]([C:14]([F:17])([F:16])[F:15])=[CH:10][C:9]=2[NH:18]C(=O)OC(C)(C)C)[CH:3]=1.[NH2:26][C:27]1[CH:28]=[CH:29][CH:30]=[C:31]2[C:36]=1[CH2:35][CH:34]([OH:37])[CH2:33][CH2:32]2. (3) Given the product [NH2:37][C@H:38]([C:43]([OH:45])=[O:44])[CH2:39][CH2:40][CH2:41][NH:42][C:9]([O:11][C:12]([CH3:13])([CH3:14])[CH3:15])=[O:10], predict the reactants needed to synthesize it. The reactants are: [C:9](O[C:9]([O:11][C:12]([CH3:15])([CH3:14])[CH3:13])=[O:10])([O:11][C:12]([CH3:15])([CH3:14])[CH3:13])=[O:10].N1C2C=CC=CC=2N=N1.CN(C1C=CC=CN=1)C.[OH-].[Na+].Cl.[NH2:37][C@H:38]([C:43]([OH:45])=[O:44])[CH2:39][CH2:40][CH2:41][NH2:42]. (4) Given the product [S:5]1[CH:9]=[CH:8][N:7]=[C:6]1[NH:10][S:11]([C:14]1[CH:15]=[N:16][C:17]([NH:20][C:1]([NH2:24])=[S:2])=[CH:18][CH:19]=1)(=[O:12])=[O:13], predict the reactants needed to synthesize it. The reactants are: [C:1](Cl)(Cl)=[S:2].[S:5]1[CH:9]=[CH:8][N:7]=[C:6]1[NH:10][S:11]([C:14]1[CH:15]=[N:16][C:17]([NH2:20])=[CH:18][CH:19]=1)(=[O:13])=[O:12].C([N:24](CC)C(C)C)(C)C.O1CCCC1.[OH-].[NH4+]. (5) Given the product [C:24]1([NH:30][C:31]([N:15]2[CH2:14][CH2:13][CH:12]([NH:11][C:9]3[CH:10]=[C:2]([Cl:1])[CH:3]=[C:4]4[C:8]=3[NH:7][C:6]([C:18]3[CH:23]=[CH:22][CH:21]=[CH:20][CH:19]=3)=[CH:5]4)[CH2:17][CH2:16]2)=[O:32])[CH:29]=[CH:28][CH:27]=[CH:26][CH:25]=1, predict the reactants needed to synthesize it. The reactants are: [Cl:1][C:2]1[CH:3]=[C:4]2[C:8](=[C:9]([NH:11][CH:12]3[CH2:17][CH2:16][NH:15][CH2:14][CH2:13]3)[CH:10]=1)[NH:7][C:6]([C:18]1[CH:23]=[CH:22][CH:21]=[CH:20][CH:19]=1)=[CH:5]2.[C:24]1([N:30]=[C:31]=[O:32])[CH:29]=[CH:28][CH:27]=[CH:26][CH:25]=1. (6) Given the product [ClH:1].[CH3:2][C:3]1[CH:4]=[C:5]([CH2:10][CH2:11][CH2:12][NH2:13])[CH:6]=[CH:7][C:8]=1[CH3:9], predict the reactants needed to synthesize it. The reactants are: [ClH:1].[CH3:2][C:3]1[CH:4]=[C:5]([CH2:10][CH2:11][CH2:12][NH2:13])[CH:6]=[CH:7][C:8]=1[CH3:9].